Dataset: Forward reaction prediction with 1.9M reactions from USPTO patents (1976-2016). Task: Predict the product of the given reaction. (1) Given the reactants [Br:1][C:2]1[C:3]([OH:20])=[C:4]([CH2:8][N:9]([CH2:17][CH2:18]O)[C:10](=[O:16])[O:11][C:12]([CH3:15])([CH3:14])[CH3:13])[CH:5]=[CH:6][CH:7]=1.C1(P(C2C=CC=CC=2)C2C=CC=CC=2)C=CC=CC=1.N(C(OC(C)C)=O)=NC(OC(C)C)=O, predict the reaction product. The product is: [Br:1][C:2]1[C:3]2[O:20][CH2:18][CH2:17][N:9]([C:10]([O:11][C:12]([CH3:13])([CH3:14])[CH3:15])=[O:16])[CH2:8][C:4]=2[CH:5]=[CH:6][CH:7]=1. (2) Given the reactants [C:1]([OH:10])(=[O:9])[C:2]1[C:3](=[CH:5][CH:6]=[CH:7][CH:8]=1)[NH2:4].[N:11]1[C:20]2[C:15](=[CH:16][CH:17]=[CH:18][CH:19]=2)[C:14]([CH:21]=O)=[CH:13][CH:12]=1, predict the reaction product. The product is: [N:11]1[C:20]2[C:15](=[CH:16][CH:17]=[CH:18][CH:19]=2)[C:14]([CH:21]=[N:4][C:3]2[CH:5]=[CH:6][CH:7]=[CH:8][C:2]=2[C:1]([OH:10])=[O:9])=[CH:13][CH:12]=1. (3) Given the reactants Cl[C:2]1[C:11]2[C:6](=[CH:7][C:8]([Cl:12])=[CH:9][CH:10]=2)[N:5]=[CH:4][CH:3]=1.[CH3:13][CH:14]1[CH2:19][NH:18][CH2:17][CH2:16][NH:15]1, predict the reaction product. The product is: [Cl:12][C:8]1[CH:7]=[C:6]2[C:11]([C:2]([N:18]3[CH2:17][CH2:16][NH:15][CH:14]([CH3:13])[CH2:19]3)=[CH:3][CH:4]=[N:5]2)=[CH:10][CH:9]=1. (4) Given the reactants [O:1]=[C:2]1[C:25]2[C:6]3=[C:7]([CH:22]=[CH:23][CH:24]=2)[NH:8][C:9]2[CH2:10][N:11](C(OC(C)(C)C)=O)[CH2:12][CH2:13][C:14]=2[C:5]3=[N:4][NH:3]1.[ClH:26], predict the reaction product. The product is: [ClH:26].[N:4]1[NH:3][C:2](=[O:1])[C:25]2[C:6]3[C:5]=1[C:14]1[CH2:13][CH2:12][NH:11][CH2:10][C:9]=1[NH:8][C:7]=3[CH:22]=[CH:23][CH:24]=2.